From a dataset of Reaction yield outcomes from USPTO patents with 853,638 reactions. Predict the reaction yield, written as a fraction of the theoretical maximum amount of product (1.0 means a 100% yield; for example, 0.34 means a 34% yield). (1) The reactants are [CH3:1][C:2]1[C:6]2[CH:7]=[CH:8][CH:9]=[C:10]([CH3:11])[C:5]=2[O:4][N:3]=1.[N+:12]([O-])([OH:14])=[O:13]. The catalyst is OS(O)(=O)=O.O. The product is [CH3:1][C:2]1[C:6]2[CH:7]=[C:8]([N+:12]([O-:14])=[O:13])[CH:9]=[C:10]([CH3:11])[C:5]=2[O:4][N:3]=1. The yield is 0.730. (2) The reactants are [CH2:1]([N:5]1[C:13]2[C:12](=[O:14])[N:11]([CH3:15])[C:10]([O:16][C:17]3[CH:22]=[CH:21][CH:20]=[CH:19][C:18]=3[C:23](=[O:25])[NH2:24])=[N:9][C:8]=2[N:7]=[C:6]1[N:26]1[CH2:31][CH2:30][N:29](C(OC(C)(C)C)=O)[CH2:28][CH2:27]1)[C:2]#[C:3][CH3:4].[ClH:39].C(OCC)(=O)C. The catalyst is CO. The product is [ClH:39].[CH2:1]([N:5]1[C:13]2[C:12](=[O:14])[N:11]([CH3:15])[C:10]([O:16][C:17]3[CH:22]=[CH:21][CH:20]=[CH:19][C:18]=3[C:23]([NH2:24])=[O:25])=[N:9][C:8]=2[N:7]=[C:6]1[N:26]1[CH2:31][CH2:30][NH:29][CH2:28][CH2:27]1)[C:2]#[C:3][CH3:4]. The yield is 0.960. (3) The reactants are [F:1][C:2]([F:17])([F:16])[S:3][C:4]1[CH:15]=[CH:14][C:7]([CH2:8][CH:9]([C:12]#[N:13])[C:10]#[N:11])=[CH:6][CH:5]=1.[H-].[Na+].Br[CH2:21][CH2:22][C:23]([F:27])=[C:24]([F:26])[F:25]. The catalyst is CN(C)C=O. The product is [F:27][C:23](=[C:24]([F:26])[F:25])[CH2:22][CH2:21][C:9]([CH2:8][C:7]1[CH:6]=[CH:5][C:4]([S:3][C:2]([F:16])([F:1])[F:17])=[CH:15][CH:14]=1)([C:12]#[N:13])[C:10]#[N:11]. The yield is 0.170. (4) The reactants are [CH:1]([C:3]1[CH:4]=[C:5]2[C:13](=[CH:14][CH:15]=1)[N:12]([CH2:16][C:17]1[N:18]=[C:19]([CH3:22])[S:20][CH:21]=1)[C:11]1[CH2:10][CH2:9][C@@H:8]([NH:23][C:24](=[O:28])[CH:25]([CH3:27])[CH3:26])[CH2:7][C:6]2=1)=O.Cl.[CH3:30][O:31][NH2:32]. The catalyst is N1C=CC=CC=1.O.Cl.CCOC(C)=O. The product is [CH3:30][O:31][N:32]=[CH:1][C:3]1[CH:4]=[C:5]2[C:13](=[CH:14][CH:15]=1)[N:12]([CH2:16][C:17]1[N:18]=[C:19]([CH3:22])[S:20][CH:21]=1)[C:11]1[CH2:10][CH2:9][C@@H:8]([NH:23][C:24](=[O:28])[CH:25]([CH3:26])[CH3:27])[CH2:7][C:6]2=1. The yield is 0.620.